Dataset: Acute oral toxicity (LD50) regression data from Zhu et al.. Task: Regression/Classification. Given a drug SMILES string, predict its toxicity properties. Task type varies by dataset: regression for continuous values (e.g., LD50, hERG inhibition percentage) or binary classification for toxic/non-toxic outcomes (e.g., AMES mutagenicity, cardiotoxicity, hepatotoxicity). Dataset: ld50_zhu. The compound is O=C(Nc1nc(C(F)(F)F)c(Cl)s1)c1cc(C(F)(F)F)cc(C(F)(F)F)c1. The rat oral LD50 is 3.81, given as -log10 of the dose in mol/kg body weight (higher means more acutely toxic).